From a dataset of Forward reaction prediction with 1.9M reactions from USPTO patents (1976-2016). Predict the product of the given reaction. (1) Given the reactants [F:1][C:2]1[CH:26]=[CH:25][CH:24]=[C:23]([F:27])[C:3]=1[C:4]([NH:6][C:7]1[S:8][C:9]([C:13]2[CH:18]=[CH:17][CH:16]=[C:15]([C:19]([F:22])([F:21])[F:20])[CH:14]=2)=[C:10]([CH3:12])[N:11]=1)=O.C1COCC1, predict the reaction product. The product is: [F:27][C:23]1[CH:24]=[CH:25][CH:26]=[C:2]([F:1])[C:3]=1[CH2:4][NH:6][C:7]1[S:8][C:9]([C:13]2[CH:18]=[CH:17][CH:16]=[C:15]([C:19]([F:21])([F:22])[F:20])[CH:14]=2)=[C:10]([CH3:12])[N:11]=1. (2) Given the reactants Cl[C:2]1[CH:7]=[C:6]([Cl:8])[N:5]=[CH:4][N:3]=1.[CH3:9][O:10][C:11]1[CH:18]=[CH:17][C:14]([CH2:15][NH2:16])=[CH:13][CH:12]=1.CCN(C(C)C)C(C)C, predict the reaction product. The product is: [CH3:9][O:10][C:11]1[CH:18]=[CH:17][C:14]([CH2:15][NH:16][C:2]2[CH:7]=[C:6]([Cl:8])[N:5]=[CH:4][N:3]=2)=[CH:13][CH:12]=1. (3) Given the reactants S(=O)(=O)(O)O.O.[OH:7][C:8]1[CH:16]=[CH:15][C:11]([C:12]([OH:14])=[O:13])=[CH:10][C:9]=1[CH2:17][N:18]1[CH2:23][CH2:22][O:21][CH2:20][CH2:19]1.[C:24](=O)([O-])[O-].[Na+].[Na+].C(OCC)(=O)C, predict the reaction product. The product is: [OH:7][C:8]1[CH:16]=[CH:15][C:11]([C:12]([O:14][CH3:24])=[O:13])=[CH:10][C:9]=1[CH2:17][N:18]1[CH2:19][CH2:20][O:21][CH2:22][CH2:23]1. (4) Given the reactants [CH3:1][N:2]1[C:7](=[O:8])[CH:6]=[C:5]([Cl:9])[NH:4][C:3]1=[O:10].Br[CH2:12][C:13]1[CH:20]=[C:19]([F:21])[CH:18]=[CH:17][C:14]=1[C:15]#[N:16].C([O-])([O-])=O.[K+].[K+], predict the reaction product. The product is: [Cl:9][C:5]1[N:4]([CH2:12][C:13]2[CH:20]=[C:19]([F:21])[CH:18]=[CH:17][C:14]=2[C:15]#[N:16])[C:3](=[O:10])[N:2]([CH3:1])[C:7](=[O:8])[CH:6]=1. (5) The product is: [Br:1][C:2]1[CH:7]=[CH:6][C:5]([CH2:8][CH2:9][C:10]([OH:19])=[O:11])=[C:4]([O:12][C:13]([F:14])([F:15])[F:16])[CH:3]=1. Given the reactants [Br:1][C:2]1[CH:7]=[CH:6][C:5]([CH2:8][CH2:9][CH2:10][OH:11])=[C:4]([O:12][C:13]([F:16])([F:15])[F:14])[CH:3]=1.CC(C)=[O:19].OS(O)(=O)=O.O=[Cr](=O)=O.O, predict the reaction product.